From a dataset of Full USPTO retrosynthesis dataset with 1.9M reactions from patents (1976-2016). Predict the reactants needed to synthesize the given product. (1) Given the product [NH2:1][C:2]1[C:7]([C:8]#[N:9])=[C:6]([C:10]2[CH:11]=[N:12][C:13]([NH:16][C:17](=[O:19])[CH3:18])=[CH:14][CH:15]=2)[C:5]([C:20]#[N:21])=[C:4]([S:22][CH2:24][C:25]2[N:26]=[C:27]([C:30]3[CH:35]=[CH:34][C:33]([Cl:36])=[CH:32][CH:31]=3)[S:28][CH:29]=2)[N:3]=1, predict the reactants needed to synthesize it. The reactants are: [NH2:1][C:2]1[C:7]([C:8]#[N:9])=[C:6]([C:10]2[CH:11]=[N:12][C:13]([NH:16][C:17](=[O:19])[CH3:18])=[CH:14][CH:15]=2)[C:5]([C:20]#[N:21])=[C:4]([SH:22])[N:3]=1.Cl[CH2:24][C:25]1[N:26]=[C:27]([C:30]2[CH:35]=[CH:34][C:33]([Cl:36])=[CH:32][CH:31]=2)[S:28][CH:29]=1.C(=O)(O)[O-].[Na+]. (2) The reactants are: [CH2:1]([C@@H:8]1[CH2:13][NH:12][CH2:11][CH2:10][N:9]1[C:14]([C:16]1[CH:20]=[C:19]([CH3:21])[N:18]([C:22]2[CH:27]=[CH:26][CH:25]=[CH:24][C:23]=2[OH:28])[C:17]=1[C:29]1[CH:34]=[CH:33][CH:32]=[CH:31][CH:30]=1)=[O:15])[C:2]1[CH:7]=[CH:6][CH:5]=[CH:4][CH:3]=1.[C:35](O[C:35]([O:37][C:38]([CH3:41])([CH3:40])[CH3:39])=[O:36])([O:37][C:38]([CH3:41])([CH3:40])[CH3:39])=[O:36]. Given the product [CH2:1]([C@H:8]1[N:9]([C:14]([C:16]2[CH:20]=[C:19]([CH3:21])[N:18]([C:22]3[CH:27]=[CH:26][CH:25]=[CH:24][C:23]=3[OH:28])[C:17]=2[C:29]2[CH:34]=[CH:33][CH:32]=[CH:31][CH:30]=2)=[O:15])[CH2:10][CH2:11][N:12]([C:35]([O:37][C:38]([CH3:41])([CH3:40])[CH3:39])=[O:36])[CH2:13]1)[C:2]1[CH:3]=[CH:4][CH:5]=[CH:6][CH:7]=1, predict the reactants needed to synthesize it. (3) Given the product [OH:8][CH2:9][C@@H:10]1[CH:14]([C:15]2[CH:16]=[CH:17][CH:18]=[CH:19][CH:20]=2)[O:13][C:12](=[O:21])[N:11]1[CH2:22][CH2:23][CH:24]1[CH2:29][CH2:28][N:27]([C:30]([O:32][C:33]([CH3:36])([CH3:35])[CH3:34])=[O:31])[CH2:26][CH2:25]1, predict the reactants needed to synthesize it. The reactants are: [Si]([O:8][CH2:9][C@@H:10]1[CH:14]([C:15]2[CH:20]=[CH:19][CH:18]=[CH:17][CH:16]=2)[O:13][C:12](=[O:21])[N:11]1[CH2:22][CH2:23][CH:24]1[CH2:29][CH2:28][N:27]([C:30]([O:32][C:33]([CH3:36])([CH3:35])[CH3:34])=[O:31])[CH2:26][CH2:25]1)(C(C)(C)C)(C)C.[F-].C([N+](CCCC)(CCCC)CCCC)CCC. (4) Given the product [Cl:22][C:5]1[C:6]([CH2:8][CH2:9][C:10]2[CH:15]=[CH:14][CH:13]=[CH:12][C:11]=2[C:16]2([C:19]([NH2:21])=[O:20])[CH2:18][CH2:17]2)=[N:7][C:2]([NH:30][C:28]2[CH:27]=[N:26][N:25]([CH:24]([F:31])[F:23])[CH:29]=2)=[N:3][CH:4]=1, predict the reactants needed to synthesize it. The reactants are: Cl[C:2]1[N:7]=[C:6]([CH2:8][CH2:9][C:10]2[CH:15]=[CH:14][CH:13]=[CH:12][C:11]=2[C:16]2([C:19]([NH2:21])=[O:20])[CH2:18][CH2:17]2)[C:5]([Cl:22])=[CH:4][N:3]=1.[F:23][CH:24]([F:31])[N:25]1[CH:29]=[C:28]([NH2:30])[CH:27]=[N:26]1.O.C1(C)C=CC(S(O)(=O)=O)=CC=1. (5) Given the product [N+:8]([C:7]1[C:2]2[N:1]=[CH:12][O:11][C:3]=2[CH:4]=[CH:5][CH:6]=1)([O-:10])=[O:9], predict the reactants needed to synthesize it. The reactants are: [NH2:1][C:2]1[C:7]([N+:8]([O-:10])=[O:9])=[CH:6][CH:5]=[CH:4][C:3]=1[OH:11].[C:12]1(C)C=CC(S(O)(=O)=O)=CC=1.